This data is from Peptide-MHC class II binding affinity with 134,281 pairs from IEDB. The task is: Regression. Given a peptide amino acid sequence and an MHC pseudo amino acid sequence, predict their binding affinity value. This is MHC class II binding data. (1) The peptide sequence is ANCLRKNGKKVIQLS. The MHC is DRB1_1101 with pseudo-sequence DRB1_1101. The binding affinity (normalized) is 0.453. (2) The peptide sequence is HRPASVIKVLVAMAS. The MHC is HLA-DQA10501-DQB10301 with pseudo-sequence HLA-DQA10501-DQB10301. The binding affinity (normalized) is 0.174. (3) The peptide sequence is KTMAVCTNAKVTAKG. The MHC is DRB1_1201 with pseudo-sequence DRB1_1201. The binding affinity (normalized) is 0.286. (4) The peptide sequence is IAPYHFDLSGHAFGA. The MHC is HLA-DQA10501-DQB10301 with pseudo-sequence HLA-DQA10501-DQB10301. The binding affinity (normalized) is 0.278. (5) The MHC is DRB1_0301 with pseudo-sequence DRB1_0301. The binding affinity (normalized) is 0.305. The peptide sequence is ADSVKGRFTISRDNS.